From a dataset of Forward reaction prediction with 1.9M reactions from USPTO patents (1976-2016). Predict the product of the given reaction. (1) The product is: [O:39]=[C:21]1[C@@H:22]([NH:28][C:29]([O:31][CH2:32][C:33]2[CH:38]=[CH:37][CH:36]=[CH:35][CH:34]=2)=[O:30])[CH2:23][CH2:24][N:20]1[C:17]1[CH:18]=[CH:19][C:11]2[CH2:10][N:9]([C:7]([O:6][C:3]([CH3:5])([CH3:4])[CH3:2])=[O:8])[CH2:15][CH2:14][CH2:13][C:12]=2[CH:16]=1. Given the reactants [I-].[CH3:2][C:3]([O:6][C:7]([N:9]1[CH2:15][CH2:14][CH2:13][C:12]2[CH:16]=[C:17]([NH:20][C:21](=[O:39])[C@@H:22]([NH:28][C:29]([O:31][CH2:32][C:33]3[CH:38]=[CH:37][CH:36]=[CH:35][CH:34]=3)=[O:30])[CH2:23][CH2:24][S+](C)C)[CH:18]=[CH:19][C:11]=2[CH2:10]1)=[O:8])([CH3:5])[CH3:4].C(=O)([O-])[O-].[Cs+].[Cs+].[Cl-].[NH4+], predict the reaction product. (2) Given the reactants [CH3:1][C:2]([OH:33])([CH3:32])[CH:3]([C:5]1[CH:6]=[N:7][C:8]([C:11]2[NH:12][C:13]([CH:16]([C:24]3[CH:29]=[CH:28][C:27]([S:30][CH3:31])=[CH:26][N:25]=3)[CH2:17][CH:18]3[CH2:23][CH2:22][O:21][CH2:20][CH2:19]3)=[CH:14][CH:15]=2)=[CH:9][CH:10]=1)[OH:4].[OH2:34].C([O-])([O-])=O.C([O-])([O-])=O.[OH:43]O.OO.OO.[Na+].[Na+].[Na+].[Na+].S([O-])([O-])=O.[Na+].[Na+], predict the reaction product. The product is: [CH3:32][C:2]([OH:33])([CH3:1])[CH:3]([C:5]1[CH:6]=[N:7][C:8]([C:11]2[NH:12][C:13]([CH:16]([C:24]3[CH:29]=[CH:28][C:27]([S:30]([CH3:31])(=[O:43])=[O:34])=[CH:26][N:25]=3)[CH2:17][CH:18]3[CH2:19][CH2:20][O:21][CH2:22][CH2:23]3)=[CH:14][CH:15]=2)=[CH:9][CH:10]=1)[OH:4]. (3) Given the reactants [Cl:1][C:2]1[N:7]=[C:6](I)[N:5]=[C:4]([N:9]2[CH2:14][CH2:13][O:12][CH2:11][CH2:10]2)[CH:3]=1.[CH:15]([C:17]1[S:18][CH:19]=[C:20](B(O)O)[CH:21]=1)=[O:16], predict the reaction product. The product is: [Cl:1][C:2]1[CH:3]=[C:4]([N:9]2[CH2:14][CH2:13][O:12][CH2:11][CH2:10]2)[N:5]=[C:6]([C:20]2[CH:21]=[C:17]([CH:15]=[O:16])[S:18][CH:19]=2)[N:7]=1. (4) Given the reactants Cl.Cl.[F:3][C:4]1[CH:9]=[C:8]([C:10]2[N:14]3[CH:15]=[CH:16][C:17]([C:19]4[CH:24]=[CH:23][N:22]=[CH:21][CH:20]=4)=[CH:18][C:13]3=[N:12][CH:11]=2)[CH:7]=[CH:6][C:5]=1[CH2:25][C:26]([OH:28])=O.[C:29]([C:33]1[CH:38]=[C:37]([CH3:39])[N:36]=[C:35]([NH2:40])[CH:34]=1)([CH3:32])([CH3:31])[CH3:30].CN(C(ON1N=NC2C=CC=NC1=2)=[N+](C)C)C.F[P-](F)(F)(F)(F)F.C(N(C(C)C)CC)(C)C, predict the reaction product. The product is: [C:29]([C:33]1[CH:38]=[C:37]([CH3:39])[N:36]=[C:35]([NH:40][C:26](=[O:28])[CH2:25][C:5]2[CH:6]=[CH:7][C:8]([C:10]3[N:14]4[CH:15]=[CH:16][C:17]([C:19]5[CH:24]=[CH:23][N:22]=[CH:21][CH:20]=5)=[CH:18][C:13]4=[N:12][CH:11]=3)=[CH:9][C:4]=2[F:3])[CH:34]=1)([CH3:32])([CH3:31])[CH3:30]. (5) Given the reactants [Cl:1][C:2]1[C:9]([N+:10]([O-])=O)=[CH:8][C:5]([C:6]#[N:7])=[CH:4][C:3]=1[N+:13]([O-:15])=[O:14], predict the reaction product. The product is: [NH2:10][C:9]1[CH:8]=[C:5]([CH:4]=[C:3]([N+:13]([O-:15])=[O:14])[C:2]=1[Cl:1])[C:6]#[N:7].[NH2:13][C:3]1[CH:4]=[C:5]([CH:8]=[C:9]([NH2:10])[C:2]=1[Cl:1])[C:6]#[N:7].